This data is from Full USPTO retrosynthesis dataset with 1.9M reactions from patents (1976-2016). The task is: Predict the reactants needed to synthesize the given product. (1) Given the product [NH2:8][C:9]1[CH:10]=[C:11]([C:16]([CH:21]([C:26]([O:28][CH3:29])=[O:27])[C:22]([O:24][CH3:25])=[O:23])([CH:18]2[CH2:19][CH2:20]2)[CH3:17])[CH:12]=[CH:13][C:14]=1[Cl:15], predict the reactants needed to synthesize it. The reactants are: COC1C=CC(C[N:8](CC2C=CC(OC)=CC=2)[C:9]2[CH:10]=[C:11]([C:16]([CH:21]([C:26]([O:28][CH3:29])=[O:27])[C:22]([O:24][CH3:25])=[O:23])([CH:18]3[CH2:20][CH2:19]3)[CH3:17])[CH:12]=[CH:13][C:14]=2[Cl:15])=CC=1.ClC1C(=O)C(C#N)=C(C#N)C(=O)C=1Cl.C(=O)(O)[O-].[Na+]. (2) Given the product [Cl:1][C:2]1[CH:11]=[CH:10][C:9]([NH:12][S:23]([C:20]2[CH:21]=[CH:22][C:17]([S:14]([CH3:13])(=[O:16])=[O:15])=[CH:18][C:19]=2[N+:27]([O-:29])=[O:28])(=[O:24])=[O:25])=[C:8]2[C:3]=1[CH:4]=[CH:5][CH:6]=[N:7]2, predict the reactants needed to synthesize it. The reactants are: [Cl:1][C:2]1[CH:11]=[CH:10][C:9]([NH2:12])=[C:8]2[C:3]=1[CH:4]=[CH:5][CH:6]=[N:7]2.[CH3:13][S:14]([C:17]1[CH:22]=[CH:21][C:20]([S:23](Cl)(=[O:25])=[O:24])=[C:19]([N+:27]([O-:29])=[O:28])[CH:18]=1)(=[O:16])=[O:15].